From a dataset of Reaction yield outcomes from USPTO patents with 853,638 reactions. Predict the reaction yield, written as a fraction of the theoretical maximum amount of product (1.0 means a 100% yield; for example, 0.34 means a 34% yield). (1) The reactants are [CH3:1][C:2]1([CH3:17])[CH2:10][C:9]2[NH:8][CH:7]=[C:6]([CH2:11][CH2:12][C:13]([OH:15])=O)[C:5]=2[C:4](=[O:16])[CH2:3]1.C(N1C=CN=C1)(N1C=CN=C1)=O.[CH2:30]([NH:32][CH2:33][CH3:34])[CH3:31]. The catalyst is ClCCl. The product is [CH3:17][C:2]1([CH3:1])[CH2:10][C:9]2[NH:8][CH:7]=[C:6]([CH2:11][CH2:12][C:13]([N:32]([CH2:33][CH3:34])[CH2:30][CH3:31])=[O:15])[C:5]=2[C:4](=[O:16])[CH2:3]1. The yield is 0.830. (2) The reactants are [CH:1]1([CH2:4][N:5]2[C:13]3[CH2:12][CH2:11][N:10]([C:14](=[O:16])[CH3:15])[CH2:9][C:8]=3[C:7]([NH:17][C:18]3[CH:23]=[CH:22][CH:21]=[C:20](B4OC(C)(C)C(C)(C)O4)[CH:19]=3)=[N:6]2)[CH2:3][CH2:2]1.C([O-])([O-])=O.[Na+].[Na+].ClCCl.Br[C:43]1[CH:47]=[CH:46][N:45]([CH3:48])[N:44]=1. The catalyst is O1CCOCC1.O.C1C=CC(P(C2C=CC=CC=2)[C-]2C=CC=C2)=CC=1.C1C=CC(P(C2C=CC=CC=2)[C-]2C=CC=C2)=CC=1.Cl[Pd]Cl.[Fe+2]. The product is [CH:1]1([CH2:4][N:5]2[C:13]3[CH2:12][CH2:11][N:10]([C:14](=[O:16])[CH3:15])[CH2:9][C:8]=3[C:7]([NH:17][C:18]3[CH:23]=[CH:22][CH:21]=[C:20]([C:43]4[CH:47]=[CH:46][N:45]([CH3:48])[N:44]=4)[CH:19]=3)=[N:6]2)[CH2:2][CH2:3]1. The yield is 0.120. (3) The reactants are [Br:1][C:2]1[CH:7]=[CH:6][C:5]([OH:8])=[C:4]([O:9][CH3:10])[CH:3]=1.[C:11]12(O)[CH2:20][CH:15]3[CH2:16][CH:17]([CH2:19][CH:13]([CH2:14]3)[CH2:12]1)[CH2:18]2.CS(O)(=O)=O. The catalyst is C(Cl)Cl. The product is [C:11]12([C:6]3[CH:7]=[C:2]([Br:1])[CH:3]=[C:4]([O:9][CH3:10])[C:5]=3[OH:8])[CH2:20][CH:15]3[CH2:16][CH:17]([CH2:19][CH:13]([CH2:14]3)[CH2:12]1)[CH2:18]2. The yield is 0.760. (4) The reactants are C([O:3][C:4]([C:6]1[S:10][N:9]=[C:8]([C:11]2[CH:16]=[CH:15][C:14]([O:17][CH2:18][C:19]3[CH:24]=[CH:23][CH:22]=[CH:21][CH:20]=3)=[CH:13][CH:12]=2)[N:7]=1)=O)C.[BH4-].[Na+]. The catalyst is CCO. The product is [CH2:18]([O:17][C:14]1[CH:15]=[CH:16][C:11]([C:8]2[N:7]=[C:6]([CH2:4][OH:3])[S:10][N:9]=2)=[CH:12][CH:13]=1)[C:19]1[CH:20]=[CH:21][CH:22]=[CH:23][CH:24]=1. The yield is 0.300. (5) The reactants are [H-].[Na+].[Cl:3][C:4]1[CH:9]=[CH:8][C:7]([OH:10])=[C:6]([N+:11]([O-:13])=[O:12])[CH:5]=1.Br[CH2:15][CH2:16][CH2:17][O:18][CH3:19]. The catalyst is CN(C)C=O. The product is [Cl:3][C:4]1[CH:9]=[CH:8][C:7]([O:10][CH2:15][CH2:16][CH2:17][O:18][CH3:19])=[C:6]([N+:11]([O-:13])=[O:12])[CH:5]=1. The yield is 0.640. (6) The catalyst is Cl.C(=O)(O)[O-].[Na+]. The reactants are [CH:1]1([S:4]([N:7]2[CH:11]=[C:10]([C:12]3[N:17]=[C:16]([NH:18][C:19]4[N:24]=[CH:23][C:22]5[N:25]=[C:26]([CH2:34][O:35]C6CCCCO6)[N:27]([C@H:28]([CH3:33])[C:29]([F:32])([F:31])[F:30])[C:21]=5[CH:20]=4)[CH:15]=[CH:14][N:13]=3)[CH:9]=[N:8]2)(=[O:6])=[O:5])[CH2:3][CH2:2]1. The yield is 0.610. The product is [CH:1]1([S:4]([N:7]2[CH:11]=[C:10]([C:12]3[N:17]=[C:16]([NH:18][C:19]4[N:24]=[CH:23][C:22]5[N:25]=[C:26]([CH2:34][OH:35])[N:27]([C@H:28]([CH3:33])[C:29]([F:32])([F:30])[F:31])[C:21]=5[CH:20]=4)[CH:15]=[CH:14][N:13]=3)[CH:9]=[N:8]2)(=[O:5])=[O:6])[CH2:3][CH2:2]1. (7) The product is [S:32]1[CH:33]=[CH:34][N:35]=[C:31]1[C:16]1[C:10]2[CH2:9][N:8]([C:6]([O:5][C:1]([CH3:4])([CH3:3])[CH3:2])=[O:7])[CH2:13][CH2:12][C:11]=2[N:14]([CH2:18][O:19][CH2:20][CH2:21][Si:22]([CH3:25])([CH3:24])[CH3:23])[N:15]=1. The catalyst is C1COCC1. The yield is 0.0951. The reactants are [C:1]([O:5][C:6]([N:8]1[CH2:13][CH2:12][C:11]2[N:14]([CH2:18][O:19][CH2:20][CH2:21][Si:22]([CH3:25])([CH3:24])[CH3:23])[N:15]=[C:16](Br)[C:10]=2[CH2:9]1)=[O:7])([CH3:4])([CH3:3])[CH3:2].C([Sn](CCCC)(CCCC)[C:31]1[S:32][CH:33]=[CH:34][N:35]=1)CCC.CC(C1C=C(C(C)C)C(C2C=CC=CC=2P(C2CCCCC2)C2CCCCC2)=C(C(C)C)C=1)C. (8) The reactants are [N:1]1[CH:6]=[C:5]([NH2:7])[C:4]([NH2:8])=[N:3][CH:2]=1.[CH:9](O)=O. The catalyst is C(OC(OCC)OCC)C. The product is [N:1]1[CH:6]=[C:5]2[C:4]([NH:8][CH:9]=[N:7]2)=[N:3][CH:2]=1. The yield is 1.00. (9) The reactants are Br[C:2]1[C:3]2[CH:18]=[CH:17][C:16]([O:19][CH3:20])=[CH:15][C:4]=2[S:5][C:6]=1[C:7]1[CH:12]=[CH:11][C:10]([O:13][CH3:14])=[CH:9][CH:8]=1.[NH2:21][C:22]1[CH:34]=[CH:33][C:25]([CH:26]=[CH:27][C:28]([O:30][CH2:31][CH3:32])=[O:29])=[CH:24][CH:23]=1.[O-]P([O-])([O-])=O.[K+].[K+].[K+].O1CCOCC1. The catalyst is CCOC(C)=O. The product is [CH3:20][O:19][C:16]1[CH:17]=[CH:18][C:3]2[C:2]([NH:21][C:22]3[CH:23]=[CH:24][C:25](/[CH:26]=[CH:27]/[C:28]([O:30][CH2:31][CH3:32])=[O:29])=[CH:33][CH:34]=3)=[C:6]([C:7]3[CH:12]=[CH:11][C:10]([O:13][CH3:14])=[CH:9][CH:8]=3)[S:5][C:4]=2[CH:15]=1. The yield is 0.150. (10) The reactants are C([O-])=O.[NH4+].Cl[C:6]1[N:11]=[C:10]([C:12]([O:14][CH3:15])=[O:13])[CH:9]=[C:8]([N:16]([CH2:20][CH:21]2[CH2:23][CH2:22]2)[CH2:17][CH2:18][CH3:19])[N:7]=1. The catalyst is [Pd].O. The yield is 0.817. The product is [CH:21]1([CH2:20][N:16]([CH2:17][CH2:18][CH3:19])[C:8]2[N:7]=[CH:6][N:11]=[C:10]([C:12]([O:14][CH3:15])=[O:13])[CH:9]=2)[CH2:22][CH2:23]1.